Predict the reactants needed to synthesize the given product. From a dataset of Full USPTO retrosynthesis dataset with 1.9M reactions from patents (1976-2016). (1) Given the product [C:22]([C:24]1[CH:29]=[CH:28][C:27]([CH2:30][C:31]([NH:1][C:2]2[CH:7]=[C:6]([C:8]([C:10]3[C:14]4[CH:15]=[N:16][CH:17]=[CH:18][C:13]=4[N:12]([CH:19]([CH3:21])[CH3:20])[N:11]=3)=[O:9])[CH:5]=[CH:4][N:3]=2)=[O:32])=[CH:26][CH:25]=1)#[N:23], predict the reactants needed to synthesize it. The reactants are: [NH2:1][C:2]1[CH:7]=[C:6]([C:8]([C:10]2[C:14]3[CH:15]=[N:16][CH:17]=[CH:18][C:13]=3[N:12]([CH:19]([CH3:21])[CH3:20])[N:11]=2)=[O:9])[CH:5]=[CH:4][N:3]=1.[C:22]([C:24]1[CH:29]=[CH:28][C:27]([CH2:30][C:31](O)=[O:32])=[CH:26][CH:25]=1)#[N:23].CN(C(ON1N=NC2C=CC=NC1=2)=[N+](C)C)C.F[P-](F)(F)(F)(F)F. (2) Given the product [NH2:34][C:24]1[C:25]([CH2:27][C@H:28]([OH:33])[C:29]([F:32])([F:30])[F:31])=[CH:26][C:21]([CH2:20][C@H:13]2[C@H:12]([OH:11])[C@@H:17]([NH:9][CH2:8][C:7]3[CH:41]=[CH:42][CH:43]=[C:5]([C:1]([CH3:3])([CH3:2])[CH3:4])[CH:6]=3)[CH2:16][S:15](=[O:19])(=[O:18])[CH2:14]2)=[CH:22][C:23]=1[F:39], predict the reactants needed to synthesize it. The reactants are: [C:1]([C:5]1[CH:6]=[C:7]([CH:41]=[CH:42][CH:43]=1)[CH2:8][N:9]1[C@@H:17]2[C@H:12]([C@H:13]([CH2:20][C:21]3[CH:26]=[C:25]([CH2:27][C@H:28]([OH:33])[C:29]([F:32])([F:31])[F:30])[C:24]([N:34]=CN(C)C)=[C:23]([F:39])[CH:22]=3)[CH2:14][S:15](=[O:19])(=[O:18])[CH2:16]2)[O:11]C1=O)([CH3:4])([CH3:3])[CH3:2].C([O-])([O-])=O.[K+].[K+]. (3) The reactants are: [CH3:1][O:2][C:3](=[O:17])[CH2:4][CH2:5][NH:6][C:7](=[O:16])[C:8]1[CH:13]=[CH:12][C:11]([CH:14]=[O:15])=[CH:10][CH:9]=1.[CH2:18]([Mg]Br)[CH3:19]. Given the product [CH3:1][O:2][C:3](=[O:17])[CH2:4][CH2:5][NH:6][C:7](=[O:16])[C:8]1[CH:13]=[CH:12][C:11]([CH:14]([OH:15])[CH2:12][CH2:13][CH2:8][CH2:9][CH2:10][CH2:11][CH2:18][CH3:19])=[CH:10][CH:9]=1, predict the reactants needed to synthesize it. (4) Given the product [C:1]([C:4]1[CH:12]=[CH:11][C:7]([C:8]([NH:14][C:15]2[CH:20]=[CH:19][N:18]=[CH:17][CH:16]=2)=[O:10])=[CH:6][C:5]=1[Br:13])(=[O:3])[CH3:2], predict the reactants needed to synthesize it. The reactants are: [C:1]([C:4]1[CH:12]=[CH:11][C:7]([C:8]([OH:10])=O)=[CH:6][C:5]=1[Br:13])(=[O:3])[CH3:2].[NH2:14][C:15]1[CH:20]=[CH:19][N:18]=[CH:17][CH:16]=1.CCN(C(C)C)C(C)C.CN(C(ON1N=NC2C=CC=CC1=2)=[N+](C)C)C.[B-](F)(F)(F)F. (5) Given the product [OH:2][C:3]1[CH:8]=[CH:7][C:6]([C:9]2[CH:10]=[CH:11][C:12](=[O:16])[N:13]([CH3:15])[N:14]=2)=[CH:5][CH:4]=1, predict the reactants needed to synthesize it. The reactants are: C[O:2][C:3]1[CH:8]=[CH:7][C:6]([C:9]2[CH:10]=[CH:11][C:12](=[O:16])[N:13]([CH3:15])[N:14]=2)=[CH:5][CH:4]=1.B(Br)(Br)Br.